This data is from Full USPTO retrosynthesis dataset with 1.9M reactions from patents (1976-2016). The task is: Predict the reactants needed to synthesize the given product. (1) Given the product [Si:1]([O:18][CH:19]1[C:29]2[C:24](=[N:25][CH:26]=[C:27]([Cl:30])[CH:28]=2)[CH:23]=[CH:22][C:21]2[CH:31]=[N:32][C:33]([C:35](=[O:37])[CH3:36])=[CH:34][C:20]1=2)([C:14]([CH3:17])([CH3:16])[CH3:15])([C:2]1[CH:7]=[CH:6][CH:5]=[CH:4][CH:3]=1)[C:8]1[CH:13]=[CH:12][CH:11]=[CH:10][CH:9]=1, predict the reactants needed to synthesize it. The reactants are: [Si:1]([O:18][CH:19]1[C:29]2[C:24](=[N:25][CH:26]=[C:27]([Cl:30])[CH:28]=2)[CH:23]=[CH:22][C:21]2[CH:31]=[N:32][C:33]([C:35]([O:37]CC)=[CH2:36])=[CH:34][C:20]1=2)([C:14]([CH3:17])([CH3:16])[CH3:15])([C:8]1[CH:13]=[CH:12][CH:11]=[CH:10][CH:9]=1)[C:2]1[CH:7]=[CH:6][CH:5]=[CH:4][CH:3]=1.Cl.[OH-].[Na+]. (2) Given the product [N+:15]([C:18]1[CH:25]=[CH:24][C:21]([CH:22]=[N:10][NH:9][C:7]([C:6]2[S:5][C:4]3[CH:11]=[CH:12][CH:13]=[CH:14][C:3]=3[C:2]=2[Cl:1])=[O:8])=[CH:20][CH:19]=1)([O-:17])=[O:16], predict the reactants needed to synthesize it. The reactants are: [Cl:1][C:2]1[C:3]2[CH:14]=[CH:13][CH:12]=[CH:11][C:4]=2[S:5][C:6]=1[C:7]([NH:9][NH2:10])=[O:8].[N+:15]([C:18]1[CH:25]=[CH:24][C:21]([CH:22]=O)=[CH:20][CH:19]=1)([O-:17])=[O:16]. (3) Given the product [CH3:34][O:35][C:36]([C:38]1[CH:47]=[C:46]([OH:48])[C:45]2[C:40](=[C:41]([NH2:64])[CH:42]=[C:43]([CH2:56][CH2:57][C:58]3[CH:59]=[CH:60][CH:61]=[CH:62][CH:63]=3)[CH:44]=2)[N:39]=1)=[O:37], predict the reactants needed to synthesize it. The reactants are: COC(C1C=C(NS(C2C=CC(C)=CC=2)(=O)=O)C2C(=C(OCC3C=CC=CC=3)C=CC=2)N=1)=O.[CH3:34][O:35][C:36]([C:38]1[CH:47]=[C:46]([O:48]CC2C=CC=CC=2)[C:45]2[C:40](=[C:41]([N+:64]([O-])=O)[CH:42]=[C:43]([C:56]#[C:57][C:58]3[CH:63]=[CH:62][CH:61]=[CH:60][CH:59]=3)[CH:44]=2)[N:39]=1)=[O:37].